Dataset: Reaction yield outcomes from USPTO patents with 853,638 reactions. Task: Predict the reaction yield, written as a fraction of the theoretical maximum amount of product (1.0 means a 100% yield; for example, 0.34 means a 34% yield). (1) The reactants are [I-].[CH3:2][S+](C)(C)=O.[H-].[Na+].[CH2:9]([O:16][C:17]1[CH:22]=[CH:21][C:20](/[CH:23]=[CH:24]/[C:25]([O:27][CH2:28][CH3:29])=[O:26])=[CH:19][CH:18]=1)[C:10]1[CH:15]=[CH:14][CH:13]=[CH:12][CH:11]=1. The catalyst is CS(C)=O. The product is [CH2:9]([O:16][C:17]1[CH:18]=[CH:19][C:20]([C@@H:23]2[CH2:2][C@H:24]2[C:25]([O:27][CH2:28][CH3:29])=[O:26])=[CH:21][CH:22]=1)[C:10]1[CH:11]=[CH:12][CH:13]=[CH:14][CH:15]=1. The yield is 0.586. (2) The reactants are [F:1][C:2]1[CH:7]=[C:6]([CH3:8])[CH:5]=[CH:4][C:3]=1[NH:9][C:10]1[C:19]2[C:14](=[CH:15][C:16]([O:26][CH3:27])=[C:17]([N:20]3[CH2:25][CH2:24][NH:23][CH2:22][CH2:21]3)[CH:18]=2)[N:13]=[N:12][C:11]=1[C:28]([NH2:30])=[O:29].F[P-](F)(F)(F)(F)F.N1(O[P+](N2CCCC2)(N2CCCC2)N2CCCC2)C2C=CC=CC=2N=N1.[OH:64][C@H:65]([CH3:69])[C:66](O)=[O:67].C(N(C(C)C)C(C)C)C. The catalyst is C(Cl)Cl.CO.O. The product is [F:1][C:2]1[CH:7]=[C:6]([CH3:8])[CH:5]=[CH:4][C:3]=1[NH:9][C:10]1[C:19]2[C:14](=[CH:15][C:16]([O:26][CH3:27])=[C:17]([N:20]3[CH2:21][CH2:22][N:23]([C:66](=[O:67])[C@H:65]([OH:64])[CH3:69])[CH2:24][CH2:25]3)[CH:18]=2)[N:13]=[N:12][C:11]=1[C:28]([NH2:30])=[O:29]. The yield is 0.370. (3) The reactants are [Cl:1][C:2]1[C:7]([CH3:8])=[CH:6][C:5]([NH:9][C:10]2[C:15]([C:16]([N:18]3[CH2:23][CH2:22][CH:21]([C:24]4[CH:29]=[CH:28][C:27]([F:30])=[CH:26][CH:25]=4)[CH2:20][CH2:19]3)=[O:17])=[CH:14][N:13]=[C:12]([S:31]([NH2:34])(=[O:33])=[O:32])[CH:11]=2)=[C:4]([CH3:35])[CH:3]=1.[CH:36]([N:39]=[C:40]=[O:41])([CH3:38])[CH3:37]. No catalyst specified. The product is [Cl:1][C:2]1[C:7]([CH3:8])=[CH:6][C:5]([NH:9][C:10]2[C:15]([C:16]([N:18]3[CH2:23][CH2:22][CH:21]([C:24]4[CH:29]=[CH:28][C:27]([F:30])=[CH:26][CH:25]=4)[CH2:20][CH2:19]3)=[O:17])=[CH:14][N:13]=[C:12]([S:31]([NH:34][C:40](=[O:41])[NH:39][CH:36]([CH3:38])[CH3:37])(=[O:32])=[O:33])[CH:11]=2)=[C:4]([CH3:35])[CH:3]=1. The yield is 0.350. (4) The reactants are [N:1]1([C:5]2[O:9][N:8]=[C:7]([C:10]3[CH:15]=[CH:14][C:13]([CH3:16])=[C:12]([N+:17]([O-])=O)[CH:11]=3)[N:6]=2)[CH2:4][CH2:3][CH2:2]1.O.O.Cl[Sn]Cl. The catalyst is C(O)C. The product is [N:1]1([C:5]2[O:9][N:8]=[C:7]([C:10]3[CH:15]=[CH:14][C:13]([CH3:16])=[C:12]([CH:11]=3)[NH2:17])[N:6]=2)[CH2:4][CH2:3][CH2:2]1. The yield is 0.650. (5) The reactants are [F:1][C:2]1[CH:3]=[CH:4][C:5]([C:8]2[C:12]([CH2:13][O:14][C:15]3[CH:16]=[CH:17][C:18]([C:21]([OH:23])=O)=[N:19][CH:20]=3)=[C:11]([CH3:24])[O:10][N:9]=2)=[N:6][CH:7]=1.[CH:25]1([NH2:28])[CH2:27][CH2:26]1. No catalyst specified. The product is [CH:25]1([NH:28][C:21]([C:18]2[CH:17]=[CH:16][C:15]([O:14][CH2:13][C:12]3[C:8]([C:5]4[CH:4]=[CH:3][C:2]([F:1])=[CH:7][N:6]=4)=[N:9][O:10][C:11]=3[CH3:24])=[CH:20][N:19]=2)=[O:23])[CH2:27][CH2:26]1. The yield is 0.750. (6) The reactants are [N+:1]([C:4]1[CH:9]=[CH:8][C:7]([CH2:10][CH:11]([CH2:14][OH:15])[CH2:12][OH:13])=[CH:6][CH:5]=1)([O-:3])=[O:2].[C:16]1([CH3:26])[CH:21]=[CH:20][C:19]([S:22](Cl)(=[O:24])=[O:23])=[CH:18][CH:17]=1.Cl. The catalyst is N1C=CC=CC=1. The product is [CH3:26][C:16]1[CH:21]=[CH:20][C:19]([S:22]([O:13][CH2:12][CH:11]([CH2:10][C:7]2[CH:6]=[CH:5][C:4]([N+:1]([O-:3])=[O:2])=[CH:9][CH:8]=2)[CH2:14][O:15][S:22]([C:19]2[CH:20]=[CH:21][C:16]([CH3:26])=[CH:17][CH:18]=2)(=[O:24])=[O:23])(=[O:24])=[O:23])=[CH:18][CH:17]=1. The yield is 0.890. (7) The reactants are [Cl:1][C:2]1[CH:3]=[C:4]2[CH:10]=[C:9]([Si](CC)(CC)CC)[NH:8][C:5]2=[N:6][CH:7]=1.CCCC[N+](CCCC)(CCCC)CCCC.[F-]. The catalyst is C(OCC)(=O)C. The product is [Cl:1][C:2]1[CH:3]=[C:4]2[CH:10]=[CH:9][NH:8][C:5]2=[N:6][CH:7]=1. The yield is 0.900.